This data is from Reaction yield outcomes from USPTO patents with 853,638 reactions. The task is: Predict the reaction yield, written as a fraction of the theoretical maximum amount of product (1.0 means a 100% yield; for example, 0.34 means a 34% yield). (1) The reactants are [CH3:1][N:2]([CH3:43])[C:3]1[CH:42]=[CH:41][C:6]([C:7]([NH:9][C:10]2[C:11]([F:40])=[C:12]([C:16]3[C:28]4[C:27]5[C:22](=[CH:23][C:24]([N:29]6[CH2:34][CH2:33][O:32][CH2:31][CH2:30]6)=[CH:25][CH:26]=5)[NH:21][C:20]=4[C:19]([C:35]([O:37]CC)=[O:36])=[N:18][CH:17]=3)[CH:13]=[CH:14][CH:15]=2)=[O:8])=[CH:5][CH:4]=1.[OH-].[Na+]. The catalyst is CO. The product is [CH3:1][N:2]([CH3:43])[C:3]1[CH:4]=[CH:5][C:6]([C:7]([NH:9][C:10]2[C:11]([F:40])=[C:12]([C:16]3[C:28]4[C:27]5[C:22](=[CH:23][C:24]([N:29]6[CH2:30][CH2:31][O:32][CH2:33][CH2:34]6)=[CH:25][CH:26]=5)[NH:21][C:20]=4[C:19]([C:35]([OH:37])=[O:36])=[N:18][CH:17]=3)[CH:13]=[CH:14][CH:15]=2)=[O:8])=[CH:41][CH:42]=1. The yield is 0.840. (2) The reactants are Cl.[CH3:2][CH:3]1[CH2:7][CH2:6][CH2:5][CH:4]1[NH2:8].[CH3:9][S:10](Cl)(=[O:12])=[O:11]. The catalyst is C(OCC)(=O)C. The product is [CH3:2][CH:3]1[CH2:7][CH2:6][CH2:5][CH:4]1[NH:8][S:10]([CH3:9])(=[O:12])=[O:11]. The yield is 0.840. (3) The reactants are Cl.Cl.[NH:3]1[CH2:6][CH:5]([C:7]2[C:8]([O:28][CH3:29])=[C:9]([CH:15]([N:17]3[C:21]4=[N:22][CH:23]=[N:24][C:25]([NH2:26])=[C:20]4[C:19]([CH3:27])=[N:18]3)[CH3:16])[CH:10]=[C:11]([Cl:14])[C:12]=2[CH3:13])[CH2:4]1.[O:30]1[CH2:33][C:32](=O)[CH2:31]1.C(N(CC)CC)C.C(O[BH-](OC(=O)C)OC(=O)C)(=O)C.[Na+]. The catalyst is C(Cl)Cl. The product is [Cl:14][C:11]1[C:12]([CH3:13])=[C:7]([CH:5]2[CH2:4][N:3]([CH:32]3[CH2:33][O:30][CH2:31]3)[CH2:6]2)[C:8]([O:28][CH3:29])=[C:9]([CH:15]([N:17]2[C:21]3=[N:22][CH:23]=[N:24][C:25]([NH2:26])=[C:20]3[C:19]([CH3:27])=[N:18]2)[CH3:16])[CH:10]=1. The yield is 0.0990.